From a dataset of NCI-60 drug combinations with 297,098 pairs across 59 cell lines. Regression. Given two drug SMILES strings and cell line genomic features, predict the synergy score measuring deviation from expected non-interaction effect. (1) Drug 1: C1CC(C1)(C(=O)O)C(=O)O.[NH2-].[NH2-].[Pt+2]. Drug 2: CCC1(C2=C(COC1=O)C(=O)N3CC4=CC5=C(C=CC(=C5CN(C)C)O)N=C4C3=C2)O.Cl. Cell line: NCI-H226. Synergy scores: CSS=8.90, Synergy_ZIP=-2.68, Synergy_Bliss=-1.85, Synergy_Loewe=-15.4, Synergy_HSA=-3.37. (2) Drug 1: CN(C)C1=NC(=NC(=N1)N(C)C)N(C)C. Drug 2: C1CNP(=O)(OC1)N(CCCl)CCCl. Cell line: LOX IMVI. Synergy scores: CSS=2.61, Synergy_ZIP=0.783, Synergy_Bliss=0.856, Synergy_Loewe=-0.393, Synergy_HSA=-0.393.